This data is from NCI-60 drug combinations with 297,098 pairs across 59 cell lines. The task is: Regression. Given two drug SMILES strings and cell line genomic features, predict the synergy score measuring deviation from expected non-interaction effect. Synergy scores: CSS=63.5, Synergy_ZIP=-0.276, Synergy_Bliss=-1.93, Synergy_Loewe=0.374, Synergy_HSA=3.49. Drug 1: CCCCC(=O)OCC(=O)C1(CC(C2=C(C1)C(=C3C(=C2O)C(=O)C4=C(C3=O)C=CC=C4OC)O)OC5CC(C(C(O5)C)O)NC(=O)C(F)(F)F)O. Cell line: SW-620. Drug 2: CC1CCCC2(C(O2)CC(NC(=O)CC(C(C(=O)C(C1O)C)(C)C)O)C(=CC3=CSC(=N3)C)C)C.